Dataset: TCR-epitope binding with 47,182 pairs between 192 epitopes and 23,139 TCRs. Task: Binary Classification. Given a T-cell receptor sequence (or CDR3 region) and an epitope sequence, predict whether binding occurs between them. The epitope is KRWIILGLNK. The TCR CDR3 sequence is CASSLEPGTNSYNEQFF. Result: 1 (the TCR binds to the epitope).